This data is from Full USPTO retrosynthesis dataset with 1.9M reactions from patents (1976-2016). The task is: Predict the reactants needed to synthesize the given product. Given the product [F:17][C:12]1[CH:13]=[CH:14][CH:15]=[C:16]2[C:11]=1[NH:10][C:8](=[O:9])[CH2:7][CH2:6]2, predict the reactants needed to synthesize it. The reactants are: [Cl-].[Al+3].[Cl-].[Cl-].Cl[CH2:6][CH2:7][C:8]([NH:10][C:11]1[CH:16]=[CH:15][CH:14]=[CH:13][C:12]=1[F:17])=[O:9].